Task: Predict which catalyst facilitates the given reaction.. Dataset: Catalyst prediction with 721,799 reactions and 888 catalyst types from USPTO (1) Reactant: [C:1]([O:5][C:6]([NH:8][C@@H:9]1[CH2:11][C@H:10]1[C:12]1[CH:13]=[C:14]([C:17]([O:19]C)=[O:18])[S:15][CH:16]=1)=[O:7])([CH3:4])([CH3:3])[CH3:2].[OH-].[Na+].Cl. Product: [C:1]([O:5][C:6]([NH:8][C@@H:9]1[CH2:11][C@H:10]1[C:12]1[CH:13]=[C:14]([C:17]([OH:19])=[O:18])[S:15][CH:16]=1)=[O:7])([CH3:4])([CH3:2])[CH3:3]. The catalyst class is: 36. (2) Reactant: Cl[C:2]1[CH:19]=[C:6]2[C:7]3[C:12]([CH2:13][CH2:14][N:5]2[C:4](=[O:20])N=1)=[CH:11][C:10]([O:15][CH3:16])=[C:9]([O:17][CH3:18])[CH:8]=3.[C:21]1([CH3:28])[C:26]([OH:27])=[CH:25][CH:24]=[CH:23][CH:22]=1.[C:29](=O)([O-])[O-].[K+].[K+]. Product: [CH3:16][O:15][C:10]1[CH:11]=[C:12]2[C:7](=[CH:8][C:9]=1[O:17][CH3:18])[C:6]1=[CH:19][C:2]([O:27][C:26]3[CH:25]=[CH:24][CH:23]=[CH:22][C:21]=3[CH3:28])=[CH:29][C:4](=[O:20])[N:5]1[CH2:14][CH2:13]2. The catalyst class is: 32. (3) Reactant: [C:1]1([N:13]2[CH2:17][CH2:16][CH:15]([NH:18]C(=O)OC(C)(C)C)[CH2:14]2)[N:5]2[C:6]3[CH:12]=[CH:11][NH:10][C:7]=3[N:8]=[CH:9][C:4]2=[CH:3][N:2]=1.Cl.CCN(C(C)C)C(C)C.[CH:36]1([S:39](Cl)(=[O:41])=[O:40])[CH2:38][CH2:37]1.C([O-])(O)=O.[Na+]. Product: [C:1]1([N:13]2[CH2:17][CH2:16][CH:15]([NH:18][S:39]([CH:36]3[CH2:38][CH2:37]3)(=[O:41])=[O:40])[CH2:14]2)[N:5]2[C:6]3[CH:12]=[CH:11][NH:10][C:7]=3[N:8]=[CH:9][C:4]2=[CH:3][N:2]=1. The catalyst class is: 2.